Dataset: Human Reference Interactome with 51,813 positive PPI pairs across 8,248 proteins, plus equal number of experimentally-validated negative pairs. Task: Binary Classification. Given two protein amino acid sequences, predict whether they physically interact or not. Protein 2 (ENSG00000066379) has sequence MSVMDLANTCSSFQSDLDFCSDCGSVLPLPGAQDTVTCIRCGFNINVRDFEGKVVKTSVVFHQLGTAMPMSVEEGPECQGPVVDRRCPRCGHEGMAYHTRQMRSADEGQTVFYTCTNCKFQEKEDS*. Result: 0 (the proteins do not interact). Protein 1 (ENSG00000109686) has sequence MNIMNTEQSQNSIVSRIKVFEGQTNIETSGLPKKPEITPRSLPPKPTVSSGKPSVAPKPAANRASGEWDSGTENRLKVTSKEGLTPYPPLQEAGSIPVTKPELPKKPNPGLIRSVNPEIPGRGPLAESSDSGKKVPTPAPRPLLLKKSVSSENPTYPSAPLKPVTVPPRLAGASQAKAYKSLGEGPPANPPVPVLQSKPLVDIDLISFDDDVLPTPSGNLAEESVGSEMVLDPFQLPAKTEPIKERAVQPAPTRKPTVIRIPAKPGKCLHEDPQSPPPLPAEKPIGNTFSTVSGKLSNVE....